Dataset: Peptide-MHC class I binding affinity with 185,985 pairs from IEDB/IMGT. Task: Regression. Given a peptide amino acid sequence and an MHC pseudo amino acid sequence, predict their binding affinity value. This is MHC class I binding data. (1) The peptide sequence is NAYERMCNT. The MHC is HLA-A31:01 with pseudo-sequence HLA-A31:01. The binding affinity (normalized) is 0. (2) The MHC is HLA-B58:01 with pseudo-sequence HLA-B58:01. The peptide sequence is ALMRWRHPR. The binding affinity (normalized) is 0.0847. (3) The peptide sequence is MLSRVAAVK. The MHC is HLA-A02:02 with pseudo-sequence HLA-A02:02. The binding affinity (normalized) is 0.287. (4) The binding affinity (normalized) is 0.799. The MHC is HLA-A02:01 with pseudo-sequence HLA-A02:01. The peptide sequence is GIFEDRAPV.